This data is from Catalyst prediction with 721,799 reactions and 888 catalyst types from USPTO. The task is: Predict which catalyst facilitates the given reaction. (1) Product: [CH2:12]([O:14][C:15]1[CH:35]=[CH:34][C:18]([O:19][CH2:20][CH:21]2[CH2:26][CH2:25][CH:24]([CH:27]3[CH2:32][O:31][C:30]([C:6]#[C:5][Si:2]([CH3:4])([CH3:3])[CH3:1])([OH:33])[CH2:29][CH2:28]3)[CH2:23][CH2:22]2)=[C:17]([F:36])[C:16]=1[F:37])[CH3:13]. The catalyst class is: 134. Reactant: [CH3:1][Si:2]([C:5]#[CH:6])([CH3:4])[CH3:3].C([Li])CCC.[CH2:12]([O:14][C:15]1[CH:35]=[CH:34][C:18]([O:19][CH2:20][CH:21]2[CH2:26][CH2:25][CH:24]([CH:27]3[CH2:32][O:31][C:30](=[O:33])[CH2:29][CH2:28]3)[CH2:23][CH2:22]2)=[C:17]([F:36])[C:16]=1[F:37])[CH3:13].[Cl-].[NH4+]. (2) Reactant: C[Al](C)C.[Br:5][C:6]1[CH:12]=[CH:11][CH:10]=[C:9]([F:13])[C:7]=1[NH2:8].[NH2:14][C:15]1[C:20]([C:21](OC)=[O:22])=[CH:19][C:18]([C:25]2[CH:26]=[N:27][N:28]([CH:30]3[CH2:35][CH2:34][N:33]([CH3:36])[CH2:32][CH2:31]3)[CH:29]=2)=[CH:17][N:16]=1. Product: [NH2:14][C:15]1[C:20]([C:21]([NH:8][C:7]2[C:9]([F:13])=[CH:10][CH:11]=[CH:12][C:6]=2[Br:5])=[O:22])=[CH:19][C:18]([C:25]2[CH:26]=[N:27][N:28]([CH:30]3[CH2:35][CH2:34][N:33]([CH3:36])[CH2:32][CH2:31]3)[CH:29]=2)=[CH:17][N:16]=1. The catalyst class is: 11. (3) Reactant: [Cl:1][C:2]1[CH:7]=[CH:6][C:5]([N:8]([CH2:25][C:26]2[CH:34]=[CH:33][C:29]([C:30]([OH:32])=O)=[CH:28][CH:27]=2)[C:9]2[S:10][CH:11]=[C:12]([C:14]3[CH:19]=[CH:18][C:17]([O:20][C:21]([F:24])([F:23])[F:22])=[CH:16][CH:15]=3)[N:13]=2)=[CH:4][CH:3]=1.ON1C2C=CC=CC=2N=N1.Cl.C(N=C=NCCCN(C)C)C.Cl.[CH3:58][O:59][C:60](=[O:64])[CH2:61][CH2:62][NH2:63]. Product: [CH3:58][O:59][C:60](=[O:64])[CH2:61][CH2:62][NH:63][C:30](=[O:32])[C:29]1[CH:33]=[CH:34][C:26]([CH2:25][N:8]([C:5]2[CH:6]=[CH:7][C:2]([Cl:1])=[CH:3][CH:4]=2)[C:9]2[S:10][CH:11]=[C:12]([C:14]3[CH:15]=[CH:16][C:17]([O:20][C:21]([F:22])([F:24])[F:23])=[CH:18][CH:19]=3)[N:13]=2)=[CH:27][CH:28]=1. The catalyst class is: 39. (4) Reactant: C(O[BH-](OC(=O)C)OC(=O)C)(=O)C.[Na+].[NH2:15][CH2:16][C:17]1[CH:18]=[CH:19][C:20]([Cl:41])=[C:21]([NH:23][C:24]2[S:25]/[C:26](=[CH:30]\[C:31]3[CH:32]=[C:33]4[C:38](=[CH:39][CH:40]=3)[N:37]=[CH:36][CH:35]=[CH:34]4)/[C:27](=[O:29])[N:28]=2)[CH:22]=1.[CH3:42][C:43]([CH3:45])=O.C(=O)(O)[O-].[Na+]. Product: [Cl:41][C:20]1[CH:19]=[CH:18][C:17]([CH2:16][NH:15][CH:43]([CH3:45])[CH3:42])=[CH:22][C:21]=1[NH:23][C:24]1[S:25]/[C:26](=[CH:30]\[C:31]2[CH:32]=[C:33]3[C:38](=[CH:39][CH:40]=2)[N:37]=[CH:36][CH:35]=[CH:34]3)/[C:27](=[O:29])[N:28]=1. The catalyst class is: 145. (5) Reactant: [CH2:1]([C:8]12[CH2:24][CH2:23][C:22](=[O:25])[CH:21]=[C:9]1[CH2:10][CH2:11][CH2:12][C:13]1[CH:18]=[C:17]([O:19]C)[CH:16]=[CH:15][C:14]=12)[C:2]1[CH:7]=[CH:6][CH:5]=[CH:4][CH:3]=1.CS(O)(=O)=O. Product: [CH2:1]([C:8]12[CH2:24][CH2:23][C:22](=[O:25])[CH:21]=[C:9]1[CH2:10][CH2:11][CH2:12][C:13]1[CH:18]=[C:17]([OH:19])[CH:16]=[CH:15][C:14]=12)[C:2]1[CH:3]=[CH:4][CH:5]=[CH:6][CH:7]=1. The catalyst class is: 2. (6) Reactant: [CH3:1][C:2]1[NH:3][C:4]2[C:9]([CH:10]=1)=[CH:8][CH:7]=[CH:6][CH:5]=2.[Li]CCCC.CC([O-])(C)C.[K+].[F:22][C:23]1[CH:24]=[CH:25][C:26]([O:45][CH3:46])=[C:27]([C:29]([CH3:44])([CH3:43])[CH2:30]/[C:31](=[N:36]/S(C(C)(C)C)=O)/[C:32]([F:35])([F:34])[F:33])[CH:28]=1. Product: [F:22][C:23]1[CH:24]=[CH:25][C:26]([O:45][CH3:46])=[C:27]([C:29]([CH3:43])([CH3:44])[CH2:30][C:31]([NH2:36])([CH2:1][C:2]2[NH:3][C:4]3[C:9]([CH:10]=2)=[CH:8][CH:7]=[CH:6][CH:5]=3)[C:32]([F:35])([F:34])[F:33])[CH:28]=1. The catalyst class is: 385. (7) Reactant: [NH:1]1[CH2:5][CH2:4][C@@H:3]([NH:6][C:7](=[O:13])[O:8][C:9]([CH3:12])([CH3:11])[CH3:10])[CH2:2]1.CCN(C(C)C)C(C)C.[CH:23]12[CH2:32][CH:27]3[CH2:28][CH:29]([CH2:31][CH:25]([CH2:26]3)[CH:24]1[N:33]=[C:34]=[O:35])[CH2:30]2.Cl. The catalyst class is: 2. Product: [CH:25]12[CH2:31][CH:29]3[CH2:28][CH:27]([CH2:32][CH:23]([CH2:30]3)[CH:24]1[NH:33][C:34]([N:1]1[CH2:5][CH2:4][C@@H:3]([NH:6][C:7](=[O:13])[O:8][C:9]([CH3:10])([CH3:12])[CH3:11])[CH2:2]1)=[O:35])[CH2:26]2. (8) Reactant: [NH2:1][C:2]1[C:3]([F:29])=[C:4]([C:9]([C:11]2[C:19]3[C:14](=[N:15][CH:16]=[C:17](B4OC(C)(C)C(C)(C)O4)[CH:18]=3)[NH:13][CH:12]=2)=[O:10])[C:5]([F:8])=[CH:6][CH:7]=1.Br[C:31]1[CH:32]=[N:33][C:34]([CH3:37])=[N:35][CH:36]=1.C(=O)([O-])[O-].[K+].[K+]. Product: [NH2:1][C:2]1[C:3]([F:29])=[C:4]([C:9]([C:11]2[C:19]3[C:14](=[N:15][CH:16]=[C:17]([C:31]4[CH:32]=[N:33][C:34]([CH3:37])=[N:35][CH:36]=4)[CH:18]=3)[NH:13][CH:12]=2)=[O:10])[C:5]([F:8])=[CH:6][CH:7]=1. The catalyst class is: 117. (9) Reactant: [CH3:1][C:2]1[O:6][C:5]([C:7]([O:9]C)=[O:8])=[CH:4][C:3]=1[C:11]1[N:15]([CH3:16])[N:14]=[CH:13][CH:12]=1.[Cl:17]N1C(=O)CCC1=O.[OH-].[Na+]. Product: [Cl:17][C:12]1[CH:13]=[N:14][N:15]([CH3:16])[C:11]=1[C:3]1[CH:4]=[C:5]([C:7]([OH:9])=[O:8])[O:6][C:2]=1[CH3:1]. The catalyst class is: 7. (10) Reactant: [C:1]([O:8][CH2:9][CH3:10])(=[O:7])[C:2]([O:4]CC)=O.CC[O-].[Na+].[CH:15]1([N:18]([CH2:21][C:22]([O:24][CH2:25][CH3:26])=[O:23])[CH:19]=[O:20])[CH2:17][CH2:16]1.[Na+].[Cl-]. Product: [CH:15]1([N:18](/[C:21](=[C:2](\[OH:4])/[C:1]([O:8][CH2:9][CH3:10])=[O:7])/[C:22]([O:24][CH2:25][CH3:26])=[O:23])[CH:19]=[O:20])[CH2:16][CH2:17]1. The catalyst class is: 28.